Dataset: Peptide-MHC class I binding affinity with 185,985 pairs from IEDB/IMGT. Task: Regression. Given a peptide amino acid sequence and an MHC pseudo amino acid sequence, predict their binding affinity value. This is MHC class I binding data. (1) The peptide sequence is TTQIIKLLPFA. The MHC is HLA-A68:02 with pseudo-sequence HLA-A68:02. The binding affinity (normalized) is 0.167. (2) The peptide sequence is RQFPGAFEF. The MHC is Mamu-B3901 with pseudo-sequence Mamu-B3901. The binding affinity (normalized) is 1.00. (3) The binding affinity (normalized) is 0.364. The peptide sequence is LSINSSFYF. The MHC is HLA-A30:01 with pseudo-sequence HLA-A30:01. (4) The peptide sequence is SPKTPDYPLI. The MHC is HLA-B53:01 with pseudo-sequence HLA-B53:01. The binding affinity (normalized) is 0.325. (5) The peptide sequence is FSLPFPFLYKFLL. The MHC is HLA-A31:01 with pseudo-sequence HLA-A31:01. The binding affinity (normalized) is 0.382. (6) The peptide sequence is RLYECLYRNR. The MHC is HLA-A33:01 with pseudo-sequence HLA-A33:01. The binding affinity (normalized) is 0.278. (7) The peptide sequence is EKRWIAVPTW. The MHC is Mamu-B17 with pseudo-sequence Mamu-B17. The binding affinity (normalized) is 0.197.